Dataset: Full USPTO retrosynthesis dataset with 1.9M reactions from patents (1976-2016). Task: Predict the reactants needed to synthesize the given product. (1) Given the product [CH3:1][C:2]1[N:6]([CH:7]([CH3:9])[CH3:8])[C:5]([C:10]2[CH:15]=[CH:14][N:13]=[C:12]([NH:16][CH:17]3[CH2:18][CH2:19][N:20]([C:24]([NH2:25])=[O:23])[CH2:21][CH2:22]3)[N:11]=2)=[CH:4][N:3]=1, predict the reactants needed to synthesize it. The reactants are: [CH3:1][C:2]1[N:6]([CH:7]([CH3:9])[CH3:8])[C:5]([C:10]2[CH:15]=[CH:14][N:13]=[C:12]([NH:16][CH:17]3[CH2:22][CH2:21][NH:20][CH2:19][CH2:18]3)[N:11]=2)=[CH:4][N:3]=1.[O-:23][C:24]#[N:25].[K+].Cl. (2) Given the product [Br:1][C:2]1[CH:3]=[CH:4][C:5]([O:10][CH3:11])=[C:6]([OH:17])[CH:9]=1, predict the reactants needed to synthesize it. The reactants are: [Br:1][C:2]1[CH:3]=[CH:4][C:5]([O:10][CH3:11])=[C:6]([CH:9]=1)C=O.ClC1C=C(C=CC=1)C(OO)=[O:17]. (3) Given the product [Cl:1][C:2]1[CH:7]=[C:6]([NH2:8])[C:5]([I:14])=[CH:4][N:3]=1, predict the reactants needed to synthesize it. The reactants are: [Cl:1][C:2]1[CH:7]=[C:6]([NH2:8])[CH:5]=[CH:4][N:3]=1.C([O-])(=O)C.[Na+].[I:14]Cl. (4) The reactants are: [F:1][C:2]([F:41])([F:40])[C:3]1[CH:4]=[C:5]([C@H:13]([N:15]([CH3:39])[C:16]([N:18]2[CH2:30][CH2:29][C@:21]3([NH:25][C@@:24]([CH2:27][OH:28])([CH3:26])[CH2:23][CH2:22]3)[CH2:20][C@@H:19]2[C:31]2[CH:36]=[CH:35][C:34]([F:37])=[CH:33][C:32]=2[CH3:38])=[O:17])[CH3:14])[CH:6]=[C:7]([C:9]([F:12])([F:11])[F:10])[CH:8]=1.[Si:42](Cl)([CH3:45])([CH3:44])[CH3:43].O. Given the product [F:41][C:2]([F:1])([F:40])[C:3]1[CH:4]=[C:5]([C@H:13]([N:15]([CH3:39])[C:16]([N:18]2[CH2:30][CH2:29][C@:21]3([NH:25][C@:24]([CH3:26])([CH2:27][O:28][Si:42]([CH3:45])([CH3:44])[CH3:43])[CH2:23][CH2:22]3)[CH2:20][C@@H:19]2[C:31]2[CH:36]=[CH:35][C:34]([F:37])=[CH:33][C:32]=2[CH3:38])=[O:17])[CH3:14])[CH:6]=[C:7]([C:9]([F:12])([F:10])[F:11])[CH:8]=1, predict the reactants needed to synthesize it. (5) The reactants are: [C:1]([C:5]1[N:9]([CH2:10][CH:11]2[CH2:16][CH2:15][CH2:14][CH2:13][CH2:12]2)[C:8]2[CH:17]=[CH:18][C:19]([N:21]([CH3:34])[S:22]([C:25]3[CH:30]=[CH:29][C:28]([N+:31]([O-])=O)=[CH:27][CH:26]=3)(=[O:24])=[O:23])=[CH:20][C:7]=2[N:6]=1)([CH3:4])([CH3:3])[CH3:2]. Given the product [NH2:31][C:28]1[CH:29]=[CH:30][C:25]([S:22]([N:21]([C:19]2[CH:18]=[CH:17][C:8]3[N:9]([CH2:10][CH:11]4[CH2:16][CH2:15][CH2:14][CH2:13][CH2:12]4)[C:5]([C:1]([CH3:4])([CH3:3])[CH3:2])=[N:6][C:7]=3[CH:20]=2)[CH3:34])(=[O:24])=[O:23])=[CH:26][CH:27]=1, predict the reactants needed to synthesize it. (6) Given the product [Cl:27][CH2:12][C:10]1[CH:9]=[CH:8][C:6]2[N:7]=[C:3]([S:2][CH3:1])[S:4][C:5]=2[CH:11]=1, predict the reactants needed to synthesize it. The reactants are: [CH3:1][S:2][C:3]1[S:4][C:5]2[CH:11]=[C:10]([CH2:12]O)[CH:9]=[CH:8][C:6]=2[N:7]=1.CCN(C(C)C)C(C)C.CS([Cl:27])(=O)=O.O. (7) Given the product [NH2:1][C:4]1[CH:30]=[CH:29][C:7]([CH2:8][C:9]2[C:13]3[C:14](=[O:28])[N:15]([C:22]4[CH:27]=[CH:26][CH:25]=[CH:24][CH:23]=4)[C:16]4[N:17]=[CH:18][CH:19]=[CH:20][C:21]=4[C:12]=3[NH:11][N:10]=2)=[CH:6][CH:5]=1, predict the reactants needed to synthesize it. The reactants are: [N+:1]([C:4]1[CH:30]=[CH:29][C:7]([CH2:8][C:9]2[C:13]3[C:14](=[O:28])[N:15]([C:22]4[CH:27]=[CH:26][CH:25]=[CH:24][CH:23]=4)[C:16]4[N:17]=[CH:18][CH:19]=[CH:20][C:21]=4[C:12]=3[NH:11][N:10]=2)=[CH:6][CH:5]=1)([O-])=O. (8) Given the product [C:21]([C:16]1[CH:15]=[C:14]([C:6]2[C:5]3[C:9](=[CH:10][C:2]([NH:1][S:30]([CH3:29])(=[O:32])=[O:31])=[CH:3][CH:4]=3)[N:8]([CH:11]([CH3:12])[CH3:13])[CH:7]=2)[N:18]([CH2:19][CH3:20])[N:17]=1)#[N:22], predict the reactants needed to synthesize it. The reactants are: [NH2:1][C:2]1[CH:10]=[C:9]2[C:5]([C:6]([C:14]3[N:18]([CH2:19][CH3:20])[N:17]=[C:16]([C:21]#[N:22])[CH:15]=3)=[CH:7][N:8]2[CH:11]([CH3:13])[CH3:12])=[CH:4][CH:3]=1.N1C=CC=CC=1.[CH3:29][S:30](Cl)(=[O:32])=[O:31]. (9) Given the product [C:8]1([C:13]2[CH:18]=[CH:17][CH:16]=[CH:15][CH:14]=2)[CH:9]=[CH:10][CH:11]=[CH:12][C:7]=1[N:6]1[C:4](=[O:5])[C:3]2[C:2](=[CH:22][CH:21]=[CH:20][C:19]=2[Cl:23])[N:1]=[C:26]1[CH2:25][Cl:24], predict the reactants needed to synthesize it. The reactants are: [NH2:1][C:2]1[CH:22]=[CH:21][CH:20]=[C:19]([Cl:23])[C:3]=1[C:4]([NH:6][C:7]1[CH:12]=[CH:11][CH:10]=[CH:9][C:8]=1[C:13]1[CH:18]=[CH:17][CH:16]=[CH:15][CH:14]=1)=[O:5].[Cl:24][CH2:25][C:26](Cl)=O. (10) Given the product [CH3:29][C:5]1[O:1][C:2]([C:6]2[CH:11]=[CH:10][N:9]3[C:12]4[CH2:18][C@H:17]([NH2:19])[C@@H:16]([C:20]5[CH:25]=[C:24]([F:26])[C:23]([F:27])=[CH:22][C:21]=5[F:28])[CH2:15][C:13]=4[N:14]=[C:8]3[CH:7]=2)=[N:3][N:4]=1, predict the reactants needed to synthesize it. The reactants are: [O:1]1[CH:5]=[N:4][N:3]=[C:2]1[C:6]1[CH:11]=[CH:10][N:9]2[C:12]3[CH2:18][C@H:17]([NH2:19])[C@@H:16]([C:20]4[CH:25]=[C:24]([F:26])[C:23]([F:27])=[CH:22][C:21]=4[F:28])[CH2:15][C:13]=3[N:14]=[C:8]2[CH:7]=1.[C:29](OCC)(OCC)(OCC)C.